Dataset: Full USPTO retrosynthesis dataset with 1.9M reactions from patents (1976-2016). Task: Predict the reactants needed to synthesize the given product. Given the product [Cl:1][C:2]1[CH:7]=[C:6]([N+:8]([O-:10])=[O:9])[C:5]([F:11])=[CH:4][C:3]=1[O:12][CH:19]([CH3:21])[CH3:20], predict the reactants needed to synthesize it. The reactants are: [Cl:1][C:2]1[CH:7]=[C:6]([N+:8]([O-:10])=[O:9])[C:5]([F:11])=[CH:4][C:3]=1[OH:12].C([O-])([O-])=O.[K+].[K+].[CH:19](Br)([CH3:21])[CH3:20].